From a dataset of hERG potassium channel inhibition data for cardiac toxicity prediction from Karim et al.. Regression/Classification. Given a drug SMILES string, predict its toxicity properties. Task type varies by dataset: regression for continuous values (e.g., LD50, hERG inhibition percentage) or binary classification for toxic/non-toxic outcomes (e.g., AMES mutagenicity, cardiotoxicity, hepatotoxicity). Dataset: herg_karim. (1) The molecule is COc1ccc(-c2ccc3c(N4CCOC[C@@H]4C)nc(N4CCOC[C@@H]4C)nc3n2)cc1C(N)=O. The result is 0 (non-blocker). (2) The drug is COc1cc(-c2cn(C3CCC(c4ccccc4)CN(Cc4ccccc4)C3=O)nn2)ccc1-n1cnc(C)c1. The result is 1 (blocker). (3) The molecule is CNCc1cc(C#N)ccc1Oc1ccc(Cl)c(Cl)c1. The result is 1 (blocker). (4) The drug is O=C(NCC(=O)N1CC[C@H](N[C@H]2CC[C@@](O)(c3ccc(-c4ccncc4)cn3)CC2)C1)c1cccc(C(F)(F)F)c1. The result is 0 (non-blocker).